Dataset: Forward reaction prediction with 1.9M reactions from USPTO patents (1976-2016). Task: Predict the product of the given reaction. (1) Given the reactants [CH3:1][O:2][C:3]1[CH:4]=[C:5]2[C:10](=[CH:11][C:12]=1[O:13][CH2:14][CH2:15][O:16][CH2:17][CH2:18][O:19][CH3:20])[N:9]=[CH:8][NH:7][C:6]2=O.S(Cl)([Cl:24])=O, predict the reaction product. The product is: [Cl:24][C:6]1[C:5]2[C:10](=[CH:11][C:12]([O:13][CH2:14][CH2:15][O:16][CH2:17][CH2:18][O:19][CH3:20])=[C:3]([O:2][CH3:1])[CH:4]=2)[N:9]=[CH:8][N:7]=1. (2) Given the reactants [CH:1]([C:3]1[CH:12]=[C:11]2[C:6]([CH:7]=[CH:8][C:9]([C@H:13]([O:15][C:16]([C@@H:18]3[CH2:23][CH2:22][CH2:21][N:20]([C:24](=[O:42])[C@@H:25]([NH:27][C:28](=[O:41])[C@@H:29]([NH:33]C(OC(C)(C)C)=O)[CH:30]([CH3:32])[CH3:31])[CH3:26])[NH:19]3)=[O:17])[CH3:14])=[N:10]2)=[CH:5][CH:4]=1)=[CH2:2].C[Si](OS(C(F)(F)F)(=O)=O)(C)C.[CH:55]1([CH2:58][C@H:59](/[CH:63]=[CH:64]/[CH3:65])[C:60]([OH:62])=O)[CH2:57][CH2:56]1.Cl.CN(C)CCCN=C=NCC.ON1C2C=CC=CC=2N=N1, predict the reaction product. The product is: [CH:1]([C:3]1[CH:12]=[C:11]2[C:6]([CH:7]=[CH:8][C:9]([C@H:13]([O:15][C:16]([C@@H:18]3[CH2:23][CH2:22][CH2:21][N:20]([C:24](=[O:42])[C@@H:25]([NH:27][C:28](=[O:41])[C@@H:29]([NH:33][C:60](=[O:62])[C@H:59]([CH2:58][CH:55]4[CH2:56][CH2:57]4)/[CH:63]=[CH:64]/[CH3:65])[CH:30]([CH3:31])[CH3:32])[CH3:26])[NH:19]3)=[O:17])[CH3:14])=[N:10]2)=[CH:5][CH:4]=1)=[CH2:2]. (3) Given the reactants [F:1][C:2]([F:21])([F:20])[O:3][C:4]1[CH:9]=[CH:8][C:7]([C:10]2[N:14]=[C:13]([C:15]([O:17]CC)=[O:16])[O:12][N:11]=2)=[CH:6][CH:5]=1.[OH-].[Na+:23], predict the reaction product. The product is: [F:21][C:2]([F:1])([F:20])[O:3][C:4]1[CH:5]=[CH:6][C:7]([C:10]2[N:14]=[C:13]([C:15]([O-:17])=[O:16])[O:12][N:11]=2)=[CH:8][CH:9]=1.[Na+:23]. (4) Given the reactants [NH2:1][CH2:2][CH2:3][CH2:4][C:5]([C@@H:22]1[CH2:27][CH2:26][CH2:25][N:24]([C:28]([O:30][C:31]([CH3:34])([CH3:33])[CH3:32])=[O:29])[CH2:23]1)([C:7]1[CH:12]=[CH:11][CH:10]=[C:9]([Cl:13])[C:8]=1[C:14]1[CH:19]=[CH:18][CH:17]=[C:16]([CH2:20][CH3:21])[CH:15]=1)[OH:6].CCN(CC)CC.[C:42](OC(=O)C)(=[O:44])[CH3:43], predict the reaction product. The product is: [C:42]([NH:1][CH2:2][CH2:3][CH2:4][C:5]([C@@H:22]1[CH2:27][CH2:26][CH2:25][N:24]([C:28]([O:30][C:31]([CH3:33])([CH3:32])[CH3:34])=[O:29])[CH2:23]1)([C:7]1[CH:12]=[CH:11][CH:10]=[C:9]([Cl:13])[C:8]=1[C:14]1[CH:19]=[CH:18][CH:17]=[C:16]([CH2:20][CH3:21])[CH:15]=1)[OH:6])(=[O:44])[CH3:43]. (5) Given the reactants [ClH:1].O1CCOCC1.[Br:8][C:9]1[CH:14]=[C:13]([C:15]#[N:16])[CH:12]=[CH:11][C:10]=1[CH:17]([NH:43]C(OC(C)(C)C)=O)[C:18]1[C:23](=[O:24])[N:22](C(OC(C)(C)C)=O)[CH2:21][CH2:20][C:19]=1[NH:32][C:33]1[CH:38]=[CH:37][CH:36]=[C:35]([C:39]([F:42])([F:41])[F:40])[CH:34]=1, predict the reaction product. The product is: [ClH:1].[NH2:43][CH:17]([C:18]1[C:23](=[O:24])[NH:22][CH2:21][CH2:20][C:19]=1[NH:32][C:33]1[CH:38]=[CH:37][CH:36]=[C:35]([C:39]([F:42])([F:40])[F:41])[CH:34]=1)[C:10]1[CH:11]=[CH:12][C:13]([C:15]#[N:16])=[CH:14][C:9]=1[Br:8]. (6) Given the reactants [CH2:1]([N:8]1[C:17]2[C:12](=[CH:13][CH:14]=[CH:15][CH:16]=2)[C:11]([OH:18])=[C:10]([C:19]([O:21]CC)=O)[C:9]1=[O:24])[C:2]1[CH:7]=[CH:6][CH:5]=[CH:4][CH:3]=1.[CH2:25]([NH:31][CH2:32][CH2:33][CH2:34][CH2:35][CH2:36][CH3:37])[CH2:26][CH2:27][CH2:28][CH2:29][CH3:30].Cl, predict the reaction product. The product is: [CH2:32]([N:31]([CH2:25][CH2:26][CH2:27][CH2:28][CH2:29][CH3:30])[C:19]([C:10]1[C:9](=[O:24])[N:8]([CH2:1][C:2]2[CH:7]=[CH:6][CH:5]=[CH:4][CH:3]=2)[C:17]2[C:12]([C:11]=1[OH:18])=[CH:13][CH:14]=[CH:15][CH:16]=2)=[O:21])[CH2:33][CH2:34][CH2:35][CH2:36][CH3:37]. (7) Given the reactants [Br:1][C:2]1[CH:10]=[CH:9][C:5]([C:6]([OH:8])=O)=[C:4]([N:11]2[CH:15]=[N:14][CH:13]=[N:12]2)[CH:3]=1.[CH3:16][NH2:17], predict the reaction product. The product is: [Br:1][C:2]1[CH:10]=[CH:9][C:5]([C:6]([NH:17][CH3:16])=[O:8])=[C:4]([N:11]2[CH:15]=[N:14][CH:13]=[N:12]2)[CH:3]=1.